Dataset: Full USPTO retrosynthesis dataset with 1.9M reactions from patents (1976-2016). Task: Predict the reactants needed to synthesize the given product. (1) Given the product [NH2:31][C@H:2]([C:7]([N:9]1[CH2:20][CH2:19][CH2:18][C@H:10]1[C:11]([NH:13][CH2:14][C:15]([OH:17])=[O:16])=[O:12])=[O:8])[CH2:3][CH2:4][C:5](=[O:6])[NH2:1], predict the reactants needed to synthesize it. The reactants are: [N:1]1(C(OCC2C=CC=CC=2)=O)[C:5](=[O:6])[CH2:4][CH2:3][C@H:2]1[C:7]([N:9]1[CH2:20][CH2:19][CH2:18][C@H:10]1[C:11]([NH:13][CH2:14][C:15]([OH:17])=[O:16])=[O:12])=[O:8].[NH4+:31].[OH-].[H][H]. (2) Given the product [CH2:1]([NH:3][C:5]1[C:9]2[CH:10]=[C:11]3[C:16](=[CH:17][C:8]=2[N:7]([C:27]([C:34]2[CH:39]=[CH:38][CH:37]=[CH:36][CH:35]=2)([C:28]2[CH:29]=[CH:30][CH:31]=[CH:32][CH:33]=2)[C:40]2[CH:45]=[CH:44][CH:43]=[CH:42][CH:41]=2)[N:6]=1)[NH:15][C:14](=[O:18])[N:13]([C@@H:19]([C:21]1[CH:22]=[CH:23][CH:24]=[CH:25][CH:26]=1)[CH3:20])[CH2:12]3)[CH3:2], predict the reactants needed to synthesize it. The reactants are: [CH2:1]([NH2:3])[CH3:2].Cl[C:5]1[C:9]2[CH:10]=[C:11]3[C:16](=[CH:17][C:8]=2[N:7]([C:27]([C:40]2[CH:45]=[CH:44][CH:43]=[CH:42][CH:41]=2)([C:34]2[CH:39]=[CH:38][CH:37]=[CH:36][CH:35]=2)[C:28]2[CH:33]=[CH:32][CH:31]=[CH:30][CH:29]=2)[N:6]=1)[NH:15][C:14](=[O:18])[N:13]([C@@H:19]([C:21]1[CH:26]=[CH:25][CH:24]=[CH:23][CH:22]=1)[CH3:20])[CH2:12]3.CC(C)([O-])C.[K+]. (3) Given the product [CH3:31][C:20]1[O:19][C:18]([C:15]2[CH:16]=[CH:17][C:12]([C:2]3[CH:7]=[CH:6][C:5]([CH3:8])=[CH:4][CH:3]=3)=[CH:13][CH:14]=2)=[N:22][C:21]=1[CH2:23][CH2:24][N:25]1[CH2:29][CH2:28][CH2:27][C@H:26]1[CH3:30], predict the reactants needed to synthesize it. The reactants are: B(O)(O)[C:2]1[CH:3]=[CH:4][C:5]([CH3:8])=[CH:6][CH:7]=1.Br[C:12]1[CH:17]=[CH:16][C:15]([C:18]2[O:19][C:20]([CH3:31])=[C:21]([CH2:23][CH2:24][N:25]3[CH2:29][CH2:28][CH2:27][C@H:26]3[CH3:30])[N:22]=2)=[CH:14][CH:13]=1. (4) Given the product [OH:29][CH:30]([CH2:31][N:25]1[CH2:26][CH2:27][CH2:28][CH:23]([C:21](=[O:22])[NH:20][CH:10]([CH2:11][CH2:12][CH2:13][C:14]2[CH:19]=[CH:18][CH:17]=[CH:16][CH:15]=2)[CH2:9][CH2:8][CH2:7][C:1]2[CH:2]=[CH:3][CH:4]=[CH:5][CH:6]=2)[CH2:24]1)[CH2:32][O:33][C:34]([C:36]1[CH:37]=[C:38]2[C:43](=[CH:44][CH:45]=1)[N:42]=[CH:41][CH:40]=[CH:39]2)=[O:35], predict the reactants needed to synthesize it. The reactants are: [C:1]1([CH2:7][CH2:8][CH2:9][CH:10]([NH:20][C:21]([CH:23]2[CH2:28][CH2:27][CH2:26][NH:25][CH2:24]2)=[O:22])[CH2:11][CH2:12][CH2:13][C:14]2[CH:19]=[CH:18][CH:17]=[CH:16][CH:15]=2)[CH:6]=[CH:5][CH:4]=[CH:3][CH:2]=1.[O:29]1[CH2:31][CH:30]1[CH2:32][O:33][C:34]([C:36]1[CH:37]=[C:38]2[C:43](=[CH:44][CH:45]=1)[N:42]=[CH:41][CH:40]=[CH:39]2)=[O:35]. (5) Given the product [CH2:1]([N:5]1[C:9]([CH2:17][OH:19])=[C:8]([CH3:10])[N:7]=[C:6]1[C:11]1[CH:12]=[CH:13][CH:14]=[CH:15][CH:16]=1)[CH2:2][CH2:3][CH3:4], predict the reactants needed to synthesize it. The reactants are: [CH2:1]([N:5]1[CH:9]=[C:8]([CH3:10])[N:7]=[C:6]1[C:11]1[CH:16]=[CH:15][CH:14]=[CH:13][CH:12]=1)[CH2:2][CH2:3][CH3:4].[C:17](O)(=[O:19])C. (6) Given the product [CH:1]1([CH2:4][N:5]2[CH2:11][CH2:10][C:9]3[CH:12]=[CH:13][C:14]([O:16][CH2:18][CH:19]4[CH2:24][CH2:23][N:22]([C:25]([O:27][C:28]([CH3:29])([CH3:31])[CH3:30])=[O:26])[CH2:21][CH2:20]4)=[CH:15][C:8]=3[CH2:7][CH2:6]2)[CH2:2][CH2:3]1, predict the reactants needed to synthesize it. The reactants are: [CH:1]1([CH2:4][N:5]2[CH2:11][CH2:10][C:9]3[CH:12]=[CH:13][C:14]([OH:16])=[CH:15][C:8]=3[CH2:7][CH2:6]2)[CH2:3][CH2:2]1.O[CH2:18][CH:19]1[CH2:24][CH2:23][N:22]([C:25]([O:27][C:28]([CH3:31])([CH3:30])[CH3:29])=[O:26])[CH2:21][CH2:20]1.C1(P(C2C=CC=CC=2)C2C=CC=CC=2)C=CC=CC=1.